The task is: Regression. Given two drug SMILES strings and cell line genomic features, predict the synergy score measuring deviation from expected non-interaction effect.. This data is from NCI-60 drug combinations with 297,098 pairs across 59 cell lines. (1) Drug 1: C1CCN(CC1)CCOC2=CC=C(C=C2)C(=O)C3=C(SC4=C3C=CC(=C4)O)C5=CC=C(C=C5)O. Drug 2: C1=CC=C(C=C1)NC(=O)CCCCCCC(=O)NO. Cell line: RXF 393. Synergy scores: CSS=14.7, Synergy_ZIP=-5.64, Synergy_Bliss=1.92, Synergy_Loewe=-9.26, Synergy_HSA=1.51. (2) Drug 1: C1=CC(=CC=C1CCCC(=O)O)N(CCCl)CCCl. Drug 2: C1=CN(C(=O)N=C1N)C2C(C(C(O2)CO)O)O.Cl. Cell line: DU-145. Synergy scores: CSS=55.8, Synergy_ZIP=-12.6, Synergy_Bliss=-7.43, Synergy_Loewe=-9.63, Synergy_HSA=-4.08. (3) Drug 1: CCC1=C2CN3C(=CC4=C(C3=O)COC(=O)C4(CC)O)C2=NC5=C1C=C(C=C5)O. Drug 2: C1CNP(=O)(OC1)N(CCCl)CCCl. Cell line: RPMI-8226. Synergy scores: CSS=18.4, Synergy_ZIP=-5.44, Synergy_Bliss=-2.73, Synergy_Loewe=-22.2, Synergy_HSA=-1.30. (4) Drug 1: CC1C(C(CC(O1)OC2CC(OC(C2O)C)OC3=CC4=CC5=C(C(=O)C(C(C5)C(C(=O)C(C(C)O)O)OC)OC6CC(C(C(O6)C)O)OC7CC(C(C(O7)C)O)OC8CC(C(C(O8)C)O)(C)O)C(=C4C(=C3C)O)O)O)O. Drug 2: COCCOC1=C(C=C2C(=C1)C(=NC=N2)NC3=CC=CC(=C3)C#C)OCCOC.Cl. Cell line: SNB-19. Synergy scores: CSS=45.4, Synergy_ZIP=-0.0915, Synergy_Bliss=0.827, Synergy_Loewe=-15.9, Synergy_HSA=0.230. (5) Drug 1: C1=NNC2=C1C(=O)NC=N2. Drug 2: CCN(CC)CCCC(C)NC1=C2C=C(C=CC2=NC3=C1C=CC(=C3)Cl)OC. Cell line: UO-31. Synergy scores: CSS=17.2, Synergy_ZIP=-3.53, Synergy_Bliss=1.95, Synergy_Loewe=-15.2, Synergy_HSA=-3.11. (6) Drug 1: COC1=NC(=NC2=C1N=CN2C3C(C(C(O3)CO)O)O)N. Drug 2: CCC1(CC2CC(C3=C(CCN(C2)C1)C4=CC=CC=C4N3)(C5=C(C=C6C(=C5)C78CCN9C7C(C=CC9)(C(C(C8N6C)(C(=O)OC)O)OC(=O)C)CC)OC)C(=O)OC)O.OS(=O)(=O)O. Cell line: NCI/ADR-RES. Synergy scores: CSS=51.4, Synergy_ZIP=4.30, Synergy_Bliss=3.30, Synergy_Loewe=0.208, Synergy_HSA=-0.0347.